Dataset: Forward reaction prediction with 1.9M reactions from USPTO patents (1976-2016). Task: Predict the product of the given reaction. (1) Given the reactants [N+:1]([C:4]1[C:9]2[N:10]([CH2:13][O:14][CH2:15][CH2:16][Si:17]([CH3:20])([CH3:19])[CH3:18])[CH:11]=[N:12][C:8]=2[CH:7]=[CH:6][CH:5]=1)([O-])=O, predict the reaction product. The product is: [CH3:18][Si:17]([CH3:20])([CH3:19])[CH2:16][CH2:15][O:14][CH2:13][N:10]1[C:9]2[C:4]([NH2:1])=[CH:5][CH:6]=[CH:7][C:8]=2[N:12]=[CH:11]1. (2) The product is: [Cl:1][C:2]1[CH:8]=[CH:7][C:5]([NH:6][CH2:18][CH2:17][CH2:16][OH:15])=[CH:4][CH:3]=1. Given the reactants [Cl:1][C:2]1[CH:8]=[CH:7][C:5]([NH2:6])=[CH:4][CH:3]=1.F[B-](F)(F)F.[Li+].[O:15]1[CH2:18][CH2:17][CH2:16]1.C(=O)(O)[O-].[Na+], predict the reaction product. (3) Given the reactants [Cl:1][C:2]1[N:7]=[C:6](Cl)[C:5]([N+:9]([O-:11])=[O:10])=[CH:4][N:3]=1.[F:12][C:13]1([F:27])[CH2:17][CH2:16][C@@H:15]([NH:18][CH2:19][C:20]([CH3:26])([CH3:25])[C:21]([O:23][CH3:24])=[O:22])[CH2:14]1.C(=O)(O)[O-].[Na+], predict the reaction product. The product is: [Cl:1][C:2]1[N:7]=[C:6]([N:18]([C@@H:15]2[CH2:16][CH2:17][C:13]([F:12])([F:27])[CH2:14]2)[CH2:19][C:20]([CH3:26])([CH3:25])[C:21]([O:23][CH3:24])=[O:22])[C:5]([N+:9]([O-:11])=[O:10])=[CH:4][N:3]=1.